From a dataset of Catalyst prediction with 721,799 reactions and 888 catalyst types from USPTO. Predict which catalyst facilitates the given reaction. Reactant: [Br:1][C:2]1[C:3]([CH3:9])=[N:4][C:5](Br)=[CH:6][CH:7]=1.[I-:10].[Na+].C(Cl)(=O)C. Product: [Br:1][C:2]1[C:3]([CH3:9])=[N:4][C:5]([I:10])=[CH:6][CH:7]=1. The catalyst class is: 10.